Dataset: Catalyst prediction with 721,799 reactions and 888 catalyst types from USPTO. Task: Predict which catalyst facilitates the given reaction. Reactant: [S:1]1[CH:5]=[CH:4][C:3]([CH2:6][C:7]([OH:9])=O)=[CH:2]1.[C:10](N1C=CN=C1)([N:12]1[CH:16]=[CH:15][N:14]=[CH:13]1)=O.CNCCNC. Product: [CH3:10][N:12]([CH3:13])[CH2:16][CH2:15][NH:14][C:7](=[O:9])[CH2:6][C:3]1[CH:4]=[CH:5][S:1][CH:2]=1. The catalyst class is: 1.